From a dataset of Experimentally validated miRNA-target interactions with 360,000+ pairs, plus equal number of negative samples. Binary Classification. Given a miRNA mature sequence and a target amino acid sequence, predict their likelihood of interaction. The miRNA is mmu-miR-129-2-3p with sequence AAGCCCUUACCCCAAAAAGCAU. The protein sequence of the target gene is MAARSAGSGGWEVVKRGRRPGASSGGRGGGGGSDRRALGEANGVLKYDLSSPIQTTSTLYERGFEKIMKRQNKEQVPPPAAESKKPINKKQPKKVTAVPSQNQKQGPFRRLEDALKALDVAALQKELDKSQSVFTGNPSVWLKDLASYLNYKLQTPRMEPTLSQYPHDYPYSLVSRELRGIIRGLLTKAAGSVELFFDHCLFTMLQELDKTPGESLHGYRICIQAVLQDKPKIVTSNLDKFLELLRSHQSRPAKCLTIMWALGQAGFTNLTEGLKVWLGIMLPVLGIKALSPFAIAYLDR.... Result: 0 (no interaction).